From a dataset of Forward reaction prediction with 1.9M reactions from USPTO patents (1976-2016). Predict the product of the given reaction. (1) Given the reactants C([O:3][CH:4](OCC)[CH2:5][CH2:6][CH2:7][N:8]1[CH2:15][CH2:14][CH2:13][CH2:12][CH2:11][O:10][C:9]1=[O:16])C, predict the reaction product. The product is: [O:16]=[C:9]1[N:8]([CH2:7][CH2:6][CH2:5][CH:4]=[O:3])[CH2:15][CH2:14][CH2:13][CH2:12][CH2:11][O:10]1. (2) Given the reactants C(C1C=CC(N2CC[C@H](N[C@@H](C3C4C(=CC=CC=4)C=CC=3)C)C2)=CC=1)(=O)C.[C:28]([O:32][C:33]([NH:35][C@H:36]1[CH2:40][CH2:39][NH:38][CH2:37]1)=[O:34])([CH3:31])([CH3:30])[CH3:29].F[C:42]1[CH:47]=[CH:46][C:45]([S:48]([N:51]([CH3:53])[CH3:52])(=[O:50])=[O:49])=[CH:44][CH:43]=1.C(=O)([O-])[O-].[K+].[K+], predict the reaction product. The product is: [CH3:52][N:51]([CH3:53])[S:48]([C:45]1[CH:44]=[CH:43][C:42]([N:38]2[CH2:39][CH2:40][C@H:36]([NH:35][C:33](=[O:34])[O:32][C:28]([CH3:31])([CH3:29])[CH3:30])[CH2:37]2)=[CH:47][CH:46]=1)(=[O:49])=[O:50]. (3) The product is: [CH2:17]([N:19]([CH2:2][CH:3]1[O:8][C:7]2[CH:9]=[C:10]([S:13]([CH3:16])(=[O:15])=[O:14])[CH:11]=[CH:12][C:6]=2[CH2:5][O:4]1)[CH2:20][CH3:21])[CH3:18]. Given the reactants Br[CH2:2][CH:3]1[O:8][C:7]2[CH:9]=[C:10]([S:13]([CH3:16])(=[O:15])=[O:14])[CH:11]=[CH:12][C:6]=2[CH2:5][O:4]1.[CH2:17]([NH:19][CH2:20][CH3:21])[CH3:18], predict the reaction product. (4) Given the reactants FC(F)(F)C(O)=O.[CH3:8][S:9]([C:12]1[CH:33]=[CH:32][C:15]([O:16][C:17]2[N:22]=[CH:21][N:20]=[C:19]3[N:23]([CH:26]4[CH2:31][CH2:30][NH:29][CH2:28][CH2:27]4)[N:24]=[CH:25][C:18]=23)=[CH:14][CH:13]=1)(=[O:11])=[O:10].[F:34][C:35]([F:45])([F:44])[C:36]1[CH:43]=[CH:42][C:39]([CH:40]=O)=[CH:38][CH:37]=1.C(N(CC)CC)C.C(O[BH-](OC(=O)C)OC(=O)C)(=O)C.[Na+], predict the reaction product. The product is: [CH3:8][S:9]([C:12]1[CH:13]=[CH:14][C:15]([O:16][C:17]2[N:22]=[CH:21][N:20]=[C:19]3[N:23]([CH:26]4[CH2:27][CH2:28][N:29]([CH2:40][C:39]5[CH:38]=[CH:37][C:36]([C:35]([F:34])([F:44])[F:45])=[CH:43][CH:42]=5)[CH2:30][CH2:31]4)[N:24]=[CH:25][C:18]=23)=[CH:32][CH:33]=1)(=[O:11])=[O:10]. (5) Given the reactants [CH:1]1([C:4]2[N:5]=[C:6]3[C:12]([C:13](O)=[O:14])=[CH:11][N:10]([CH2:16][O:17][CH2:18][CH2:19][Si:20]([CH3:23])([CH3:22])[CH3:21])[C:7]3=[N:8][CH:9]=2)[CH2:3][CH2:2]1.Cl.[NH2:25][C@@H:26]([C:28]1([OH:33])[CH2:32][CH2:31][CH2:30][CH2:29]1)[CH3:27].C(Cl)CCl.C1C=CC2N(O)N=NC=2C=1.CCN(C(C)C)C(C)C, predict the reaction product. The product is: [OH:33][C:28]1([C@H:26]([NH:25][C:13]([C:12]2[C:6]3[C:7](=[N:8][CH:9]=[C:4]([CH:1]4[CH2:2][CH2:3]4)[N:5]=3)[N:10]([CH2:16][O:17][CH2:18][CH2:19][Si:20]([CH3:23])([CH3:22])[CH3:21])[CH:11]=2)=[O:14])[CH3:27])[CH2:32][CH2:31][CH2:30][CH2:29]1. (6) The product is: [OH:14][C:15]1([C:2]#[C:1][C:3]2[CH:8]=[CH:7][CH:6]=[CH:5][CH:4]=2)[CH2:16][CH2:17][N:18]([C:21]([O:23][C:24]([CH3:27])([CH3:26])[CH3:25])=[O:22])[CH2:19][CH2:20]1. Given the reactants [C:1]([C:3]1[CH:8]=[CH:7][CH:6]=[CH:5][CH:4]=1)#[CH:2].C([Li])CCC.[O:14]=[C:15]1[CH2:20][CH2:19][N:18]([C:21]([O:23][C:24]([CH3:27])([CH3:26])[CH3:25])=[O:22])[CH2:17][CH2:16]1.[Cl-].[NH4+], predict the reaction product.